Task: Predict the reactants needed to synthesize the given product.. Dataset: Full USPTO retrosynthesis dataset with 1.9M reactions from patents (1976-2016) (1) Given the product [CH3:1][N:2]1[CH2:3][CH2:4][CH:5]([C:8]([O:10][CH2:11][CH3:12])=[O:9])[CH:6]([C:18]2[CH:17]=[CH:16][CH:15]=[C:14]([CH3:13])[CH:19]=2)[CH2:7]1, predict the reactants needed to synthesize it. The reactants are: [CH3:1][N:2]1[CH2:7][CH:6]=[C:5]([C:8]([O:10][CH2:11][CH3:12])=[O:9])[CH2:4][CH2:3]1.[CH3:13][C:14]1[CH:15]=[C:16]([Mg]Br)[CH:17]=[CH:18][CH:19]=1.CCOCC.[Cl-].[NH4+].C(OCC)(=O)C. (2) Given the product [OH:21][C:19]([C:18]([F:23])([F:22])[F:17])=[O:20].[NH2:7][CH2:8][CH:9]1[CH2:14][CH2:13][CH:12]([OH:15])[CH2:11][CH2:10]1, predict the reactants needed to synthesize it. The reactants are: C(OC(=O)[NH:7][CH2:8][CH:9]1[CH2:14][CH2:13][CH:12]([OH:15])[CH2:11][CH2:10]1)(C)(C)C.[F:17][C:18]([F:23])([F:22])[C:19]([OH:21])=[O:20]. (3) Given the product [Cl:17][C:10]1[N:9]([C:18]2[C:23]([Cl:24])=[CH:22][CH:21]=[CH:20][C:19]=2[Cl:25])[C:8]([C:5]2[CH:6]=[CH:7][C:2]([C:35]3[CH:34]=[CH:33][CH:32]=[C:31]([S:28]([CH3:27])(=[O:30])=[O:29])[CH:36]=3)=[CH:3][C:4]=2[Cl:26])=[N:12][C:11]=1[C:13]([OH:16])([CH3:15])[CH3:14], predict the reactants needed to synthesize it. The reactants are: Br[C:2]1[CH:7]=[CH:6][C:5]([C:8]2[N:9]([C:18]3[C:23]([Cl:24])=[CH:22][CH:21]=[CH:20][C:19]=3[Cl:25])[C:10]([Cl:17])=[C:11]([C:13]([OH:16])([CH3:15])[CH3:14])[N:12]=2)=[C:4]([Cl:26])[CH:3]=1.[CH3:27][S:28]([C:31]1[CH:32]=[C:33](B(O)O)[CH:34]=[CH:35][CH:36]=1)(=[O:30])=[O:29].C([O-])([O-])=O.[K+].[K+].O. (4) Given the product [N+:1]([C:4]1[CH:13]=[CH:12][CH:11]=[C:10]2[C:5]=1[C:16](=[O:19])[N:7]([CH3:6])[C:8](=[O:14])[N:9]2[CH3:22])([O-:3])=[O:2], predict the reactants needed to synthesize it. The reactants are: [N+:1]([C:4]1[CH:13]=[CH:12][CH:11]=[C:10]2[C:5]=1[C:6](=O)[NH:7][C:8](=[O:14])[NH:9]2)([O-:3])=[O:2].[C:16]([O-:19])([O-])=O.[K+].[K+].[CH3:22]I. (5) Given the product [CH3:1][O:2][C:3]1[CH:4]=[C:5]([CH:35]=[CH:36][C:37]=1[C:38]([CH3:39])([CH3:40])[CH3:41])[C:6]([N:8]1[C@@H:12]([C:13]2[S:14][C:15]([CH3:18])=[CH:16][N:17]=2)[C@@H:11]([CH2:19][O:20][CH3:21])[CH2:10][C@@:9]1([CH2:29][C:49]1[S:50][CH:51]=[CH:52][N:53]=1)[C:22]([O:24][C:25]([CH3:26])([CH3:27])[CH3:28])=[O:23])=[O:7], predict the reactants needed to synthesize it. The reactants are: [CH3:1][O:2][C:3]1[CH:4]=[C:5]([CH:35]=[CH:36][C:37]=1[C:38]([CH3:41])([CH3:40])[CH3:39])[C:6]([N:8]1[C@@H:12]([C:13]2[S:14][C:15]([CH3:18])=[CH:16][N:17]=2)[C@@H:11]([CH2:19][O:20][CH3:21])[CH2:10][C@@:9]1([CH2:29]C1N=CSC=1)[C:22]([O:24][C:25]([CH3:28])([CH3:27])[CH3:26])=[O:23])=[O:7].OC[C@@H]1[C@H]([C:49]2[S:50][C:51](C)=[CH:52][N:53]=2)N(C(=O)C2C=CC(C(C)(C)C)=C(OC)C=2)[C@](C[C:49]2[S:50][CH:51]=[CH:52][N:53]=2)(C(OC(C)(C)C)=O)C1.